From a dataset of Experimentally validated miRNA-target interactions with 360,000+ pairs, plus equal number of negative samples. Binary Classification. Given a miRNA mature sequence and a target amino acid sequence, predict their likelihood of interaction. (1) The miRNA is hsa-miR-346 with sequence UGUCUGCCCGCAUGCCUGCCUCU. The protein sequence of the target gene is MAAAMTFCRLLNRCGEAARSLPLGARCFGVRVSPTGEKVTHTGQVYDDKDYRRIRFVGRQKEVNENFAIDLIAEQPVSEVETRVIACDGGGGALGHPKVYINLDKETKTGTCGYCGLQFRQHHH. Result: 0 (no interaction). (2) The miRNA is cel-miR-49-3p with sequence AAGCACCACGAGAAGCUGCAGA. The protein sequence of the target gene is MTEGDDQLISIRKQLENLNNATDDINSYEMKLETVKKQFCETQLMFNKEMLGIPKKLAKHISKSRQFFDLKSRESEIRRCVQQAAAQFERQKTSVEMAREQVQILHNSLNNNQELDAEKQYVDVIEQQLELVKEAEGECLKAEKCHASRVRDLLQLEMALRKCLEENGSAIKKSRPYYERKEVLTRTMNSQLELMSILEHEVQERKDSYSDSMRALEQISDQIHQERSSQSSLAPSSDAESDSS. Result: 1 (interaction). (3) The miRNA is hsa-miR-143-3p with sequence UGAGAUGAAGCACUGUAGCUC. The protein sequence of the target gene is MGHKVVVFDISVIRALWETRVKKHKAWQKKEVERLEKSALEKIKEEWNFVAECRRKGIPQAVYCKNGFIDTSVRLLDKIERNTLTRQSSLPKDRGKRSSAFVFELSGEHWTELPDSLKEQTHLREWYISNTLIQIIPTYIQLFQAMRILDLPKNQISHLPAEIGCLKNLKELNVGFNYLKSIPPELGDCENLERLDCSGNLELMELPFELSNLKQVTFVDISANKFSSVPICVLRMSNLQWLDISSNNLTDLPQDIDRLEELQSFLLYKNKLTYLPYSMLNLKKLTLLVVSGDHLVELPT.... Result: 1 (interaction). (4) The miRNA is hsa-miR-516b-5p with sequence AUCUGGAGGUAAGAAGCACUUU. The protein sequence of the target gene is MTLEAIRYSRGSLQILDQLLLPKQSRYEAVGSVHQAWEAIRAMKVRGAPAIALVGCLSLAVELQAGAGGPGLAALVAFVRDKLSFLVTARPTAVNMARAARDLADVAAREAEREGATEEAVRERVICCTEDMLEKDLRDNRSIGDLGARHLLERVAPSGGKVTVLTHCNTGALATAGYGTALGVIRSLHSLGRLEHAFCTETRPYNQGARLTAFELVYEQIPATLITDSMVAAAMAHRGVSAVVVGADRVVANGDTANKVGTYQLAIVAKHHGIPFYVAAPSSSCDLRLETGKEIIIEER.... Result: 0 (no interaction). (5) Result: 1 (interaction). The miRNA is hsa-miR-378a-5p with sequence CUCCUGACUCCAGGUCCUGUGU. The protein sequence of the target gene is MGNCLKSPTSDDISLLHESQSDRASFGEGTEPDQEPPPPYQEQVPVPVYHPTPSQTRLATQLTEEEQIRIAQRIGLIQHLPKGVYDPGRDGSEKKIRECVICMMDFVYGDPIRFLPCMHIYHLDCIDDWLMRSFTCPSCMEPVDAALLSSYETN. (6) The miRNA is hsa-miR-486-3p with sequence CGGGGCAGCUCAGUACAGGAU. The protein sequence of the target gene is MLERRCRGPLAMGLAQPRLLSGPSQESPQTLGKESRGLRQQGTSVAQSGAQAPGRAHRCAHCRRHFPGWVALWLHTRRCQARLPLPCPECGRRFRHAPFLALHRQVHAAATPDLGFACHLCGQSFRGWVALVLHLRAHSAAKRPIACPKCERRFWRRKQLRAHLRRCHPPAPEARPFICGNCGRSFAQWDQLVAHKRVHVAEALEEAAAKALGPRPRGRPAVTAPRPGGDAVDRPFQCACCGKRFRHKPNLIAHRRVHTGERPHQCPECGKRFTNKPYLTSHRRIHTGEKPYPCKECGRR.... Result: 1 (interaction).